Task: Predict which catalyst facilitates the given reaction.. Dataset: Catalyst prediction with 721,799 reactions and 888 catalyst types from USPTO Reactant: [CH3:1][N:2]1[N:11]=[CH:10][C:9]2[C:4](=[CH:5][CH:6]=[CH:7][C:8]=2[N+:12]([O-])=O)[C:3]1=[O:15].[H][H]. Product: [NH2:12][C:8]1[CH:7]=[CH:6][CH:5]=[C:4]2[C:9]=1[CH:10]=[N:11][N:2]([CH3:1])[C:3]2=[O:15]. The catalyst class is: 153.